From a dataset of Reaction yield outcomes from USPTO patents with 853,638 reactions. Predict the reaction yield, written as a fraction of the theoretical maximum amount of product (1.0 means a 100% yield; for example, 0.34 means a 34% yield). The catalyst is C1COCC1.C(=O)(O)[O-].[Na+]. The yield is 0.970. The reactants are [C:9](O[C:9]([O:11][C:12]([CH3:15])([CH3:14])[CH3:13])=[O:10])([O:11][C:12]([CH3:15])([CH3:14])[CH3:13])=[O:10].[NH:16]1[CH2:21][CH2:20][CH2:19][CH2:18][CH2:17]1. The product is [C:9]([N:16]1[CH2:21][CH2:20][CH2:19][CH2:18][CH2:17]1)([O:11][C:12]([CH3:13])([CH3:14])[CH3:15])=[O:10].